Dataset: NCI-60 drug combinations with 297,098 pairs across 59 cell lines. Task: Regression. Given two drug SMILES strings and cell line genomic features, predict the synergy score measuring deviation from expected non-interaction effect. (1) Cell line: RPMI-8226. Drug 1: C1=NC2=C(N=C(N=C2N1C3C(C(C(O3)CO)O)O)F)N. Drug 2: C1CNP(=O)(OC1)N(CCCl)CCCl. Synergy scores: CSS=8.78, Synergy_ZIP=-2.59, Synergy_Bliss=-0.675, Synergy_Loewe=0.212, Synergy_HSA=-0.841. (2) Drug 1: C1=C(C(=O)NC(=O)N1)F. Drug 2: C1C(C(OC1N2C=NC3=C(N=C(N=C32)Cl)N)CO)O. Cell line: OVCAR-5. Synergy scores: CSS=35.1, Synergy_ZIP=-0.925, Synergy_Bliss=-1.86, Synergy_Loewe=-0.189, Synergy_HSA=0.0668. (3) Drug 1: CC1=C(C(=CC=C1)Cl)NC(=O)C2=CN=C(S2)NC3=CC(=NC(=N3)C)N4CCN(CC4)CCO. Drug 2: C(CN)CNCCSP(=O)(O)O. Cell line: NCI-H460. Synergy scores: CSS=-3.56, Synergy_ZIP=4.23, Synergy_Bliss=4.24, Synergy_Loewe=-6.64, Synergy_HSA=-4.25. (4) Drug 1: C1CCN(CC1)CCOC2=CC=C(C=C2)C(=O)C3=C(SC4=C3C=CC(=C4)O)C5=CC=C(C=C5)O. Synergy scores: CSS=4.61, Synergy_ZIP=-1.66, Synergy_Bliss=-0.722, Synergy_Loewe=-2.05, Synergy_HSA=-2.43. Cell line: U251. Drug 2: CC1=C(C=C(C=C1)NC(=O)C2=CC=C(C=C2)CN3CCN(CC3)C)NC4=NC=CC(=N4)C5=CN=CC=C5. (5) Drug 1: C1=CC(=CC=C1CCCC(=O)O)N(CCCl)CCCl. Drug 2: COC1=C2C(=CC3=C1OC=C3)C=CC(=O)O2. Cell line: MDA-MB-435. Synergy scores: CSS=-7.27, Synergy_ZIP=-0.989, Synergy_Bliss=-5.75, Synergy_Loewe=-7.71, Synergy_HSA=-7.43.